Dataset: Reaction yield outcomes from USPTO patents with 853,638 reactions. Task: Predict the reaction yield, written as a fraction of the theoretical maximum amount of product (1.0 means a 100% yield; for example, 0.34 means a 34% yield). (1) The reactants are [Br:1][C:2]1[CH:3]=[C:4]([CH:7]=[CH:8][C:9]=1[F:10])[CH:5]=O.C(O)(=O)C.[NH:15]1[CH2:20][CH2:19][O:18][CH2:17][CH2:16]1.C(O[BH-](OC(=O)C)OC(=O)C)(=O)C.[Na+]. The catalyst is ClCCCl. The product is [Br:1][C:2]1[CH:3]=[C:4]([CH:7]=[CH:8][C:9]=1[F:10])[CH2:5][N:15]1[CH2:20][CH2:19][O:18][CH2:17][CH2:16]1. The yield is 0.720. (2) The reactants are N(C(OC(C)C)=O)=NC(OC(C)C)=O.[CH2:15]([N:17]([CH2:39][CH3:40])[C:18](=[O:38])[CH2:19][C:20]1[C:21]([C:31]2[CH:36]=[CH:35][C:34]([OH:37])=[CH:33][CH:32]=2)=[N:22][N:23]2[C:28]([CH3:29])=[CH:27][C:26]([CH3:30])=[N:25][C:24]=12)[CH3:16].[F:41][CH2:42][CH2:43]O. The catalyst is CN(C=O)C. The product is [CH2:39]([N:17]([CH2:15][CH3:16])[C:18](=[O:38])[CH2:19][C:20]1[C:21]([C:31]2[CH:32]=[CH:33][C:34]([O:37][CH2:43][CH2:42][F:41])=[CH:35][CH:36]=2)=[N:22][N:23]2[C:28]([CH3:29])=[CH:27][C:26]([CH3:30])=[N:25][C:24]=12)[CH3:40]. The yield is 0.470. (3) The reactants are Cl.[CH3:2][O:3][C:4](=[O:18])/[CH:5]=[CH:6]/[C:7]1[CH:12]=[CH:11][C:10]([C@@H:13]2[CH2:17][CH2:16][CH2:15][NH:14]2)=[CH:9][CH:8]=1.C(N(CC)CC)C.Cl.C(N=C=NCCCN(C)C)C.ON1C2C=CC=CC=2N=N1.[CH3:48][C:49]1[NH:50][C:51]2[C:56]([C:57]=1[CH2:58][C:59](O)=[O:60])=[CH:55][CH:54]=[CH:53][CH:52]=2. The catalyst is CN(C)C=O.ClCCl. The product is [CH3:2][O:3][C:4](=[O:18])/[CH:5]=[CH:6]/[C:7]1[CH:12]=[CH:11][C:10]([C@@H:13]2[CH2:17][CH2:16][CH2:15][N:14]2[C:59](=[O:60])[CH2:58][C:57]2[C:56]3[C:51](=[CH:52][CH:53]=[CH:54][CH:55]=3)[NH:50][C:49]=2[CH3:48])=[CH:9][CH:8]=1. The yield is 0.930.